Dataset: Reaction yield outcomes from USPTO patents with 853,638 reactions. Task: Predict the reaction yield, written as a fraction of the theoretical maximum amount of product (1.0 means a 100% yield; for example, 0.34 means a 34% yield). (1) The reactants are [NH2:1][C:2]1[N:3]=[N:4][C:5]([Cl:8])=[CH:6][CH:7]=1.Cl[CH2:10][CH:11]=O.C(=O)(O)[O-].[Na+]. The catalyst is C(O)CCC. The product is [Cl:8][C:5]1[CH:6]=[CH:7][C:2]2[N:3]([CH:10]=[CH:11][N:1]=2)[N:4]=1. The yield is 0.700. (2) The reactants are [CH3:1][O:2][C:3](=[O:43])[CH2:4][C:5]1[CH:10]=[CH:9][CH:8]=[CH:7][C:6]=1[C:11]#[C:12][C:13]1[C:18]([C:19]([F:22])([F:21])[F:20])=[CH:17][N:16]=[C:15]([NH:23][C:24]2[CH:29]=[CH:28][C:27]([CH:30]3[CH2:35][CH2:34][CH2:33][N:32]([C:36]([O:38][C:39]([CH3:42])([CH3:41])[CH3:40])=[O:37])[CH2:31]3)=[CH:26][CH:25]=2)[N:14]=1.C(O)C.[H][H]. The catalyst is CCOC(C)=O.[Pd]. The product is [CH3:1][O:2][C:3](=[O:43])[CH2:4][C:5]1[CH:10]=[CH:9][CH:8]=[CH:7][C:6]=1[CH2:11][CH2:12][C:13]1[C:18]([C:19]([F:21])([F:22])[F:20])=[CH:17][N:16]=[C:15]([NH:23][C:24]2[CH:29]=[CH:28][C:27]([CH:30]3[CH2:35][CH2:34][CH2:33][N:32]([C:36]([O:38][C:39]([CH3:41])([CH3:42])[CH3:40])=[O:37])[CH2:31]3)=[CH:26][CH:25]=2)[N:14]=1. The yield is 0.820.